Dataset: Drug-target binding data from BindingDB using Ki measurements. Task: Regression. Given a target protein amino acid sequence and a drug SMILES string, predict the binding affinity score between them. We predict pKi (pKi = -log10(Ki in M); higher means stronger inhibition). Dataset: bindingdb_ki. (1) The small molecule is O=C(CCCN1CCC(O)(c2ccc(Cl)cc2)CC1)c1ccc(F)cc1. The target protein (P50129) has sequence MDVLCEENTSLSSPTNSFMQLNDDTRLYHNDFNSGEANTSDAFNWTVDSENRTNLSCEGCLSPPCFSLLHLQEKNWSALLTAVVIILTIAGNILVIMAVSLEKKLQNATNYFLMSLAIADMLLGFLVMPVSMLTILYGYRWPLPSKLCAVWIYLDVLFSTASIMHLCAISLDRYVAIQNPIHHRRFNSRTKAFLKIIAVWTISVGISMPIPVFGLQDDSKVFKEGSCLLADDNFVLIGSFVSFFIPLTIMVITYFLTIKSLQKEATLCVSDLGTRAKLASFSFLPQSSLSSEKLFQRSIHREPGSYGRRTMQSISNEQKACKVLGIVFFLFVVMWCPFFITNIMAVICKESCNEDVIGALLNVFVWIGYLSSAVNPLVYTLFNKTYRSAFSRYIQCQYKENKKPLQLILVNTIPALAYKSSQLQTGQKENSKQDDKATENDCTMVALGKQHSEDAPADNSNTVNEKVSCV. The pKi is 7.5. (2) The drug is CSCC[C@H](NC(=O)[C@H](CCCCN)NC(=O)[C@@H](NC(=O)[C@H](C)NC(=O)[C@H](CCCN=C(N)N)NC(=O)[C@@H](S)Cc1ccccc1)[C@@H](C)O)C(=O)N[C@@H](CC(C)C)C(=O)NCC(=O)N[C@@H](CO)C(=O)NCC(=O)O. The target protein (P0DPI1) has sequence MPFVNKQFNYKDPVNGVDIAYIKIPNAGQMQPVKAFKIHNKIWVIPERDTFTNPEEGDLNPPPEAKQVPVSYYDSTYLSTDNEKDNYLKGVTKLFERIYSTDLGRMLLTSIVRGIPFWGGSTIDTELKVIDTNCINVIQPDGSYRSEELNLVIIGPSADIIQFECKSFGHEVLNLTRNGYGSTQYIRFSPDFTFGFEESLEVDTNPLLGAGKFATDPAVTLAHELIHAGHRLYGIAINPNRVFKVNTNAYYEMSGLEVSFEELRTFGGHDAKFIDSLQENEFRLYYYNKFKDIASTLNKAKSIVGTTASLQYMKNVFKEKYLLSEDTSGKFSVDKLKFDKLYKMLTEIYTEDNFVKFFKVLNRKTYLNFDKAVFKINIVPKVNYTIYDGFNLRNTNLAANFNGQNTEINNMNFTKLKNFTGLFEFYKLLCVRGIITSKTKSLDKGYNKALNDLCIKVNNWDLFFSPSEDNFTNDLNKGEEITSDTNIEAAEENISLDLIQ.... The pKi is 6.5. (3) The small molecule is O=C(/C=C/c1ccc2c(c1)OCO2)c1ccc([N+](=O)[O-])cc1. The target protein sequence is MAVRELPGAWNFRDVADTATALRPGRLFRSSELSRLDDAGRATLRRLGITDVADLRSSREVARRGPGRVPDGIDVHLLPFPDLADDDADDSAPHETAFKRLLTNDGSNGESGESSQSINDAATRYMTDEYRQFPTRNGAQRALHRVVTLLAAGRPVLTHCFAGKDRTGFVVALVLEAVGLDRDVIVADYLRSNDSVPQLRARISEMIQQRFDTELAPEVVTFTKARLSDGVLGVRAEYLAAARQTIDETYGSLGGYLRDAGISQATVNRMRGVLLG. The pKi is 4.9. (4) The small molecule is NC(=O)CCCc1ccc(Cn2cc(Br)c(=O)[nH]c2=O)cc1. The target protein (P9WKE1) has sequence MLIAIEGVDGAGKRTLVEKLSGAFRAAGRSVATLAFPRYGQSVAADIAAEALHGEHGDLASSVYAMATLFALDRAGAVHTIQGLCRGYDVVILDRYVASNAAYSAARLHENAAGKAAAWVQRIEFARLGLPKPDWQVLLAVSAELAGERSRGRAQRDPGRARDNYERDAELQQRTGAVYAELAAQGWGGRWLVVGADVDPGRLAATLAPPDVPS. The pKi is 4.4.